From a dataset of Reaction yield outcomes from USPTO patents with 853,638 reactions. Predict the reaction yield, written as a fraction of the theoretical maximum amount of product (1.0 means a 100% yield; for example, 0.34 means a 34% yield). (1) The reactants are [CH:1]([C:4]1[C:12]2[C:7](=[CH:8][CH:9]=[CH:10][C:11]=2[N:13]2[CH:17]=[C:16]([C:18]3[CH:19]=[N:20][CH:21]=[CH:22][CH:23]=3)[N:15]=[CH:14]2)[N:6]([C:24]2[CH:31]=[CH:30][C:27]([C:28]#[N:29])=[CH:26][C:25]=2[N+:32]([O-])=O)[N:5]=1)([CH3:3])[CH3:2].[Cl-].[NH4+]. The catalyst is C1COCC1.CO.O.[Fe]. The product is [NH2:32][C:25]1[CH:26]=[C:27]([CH:30]=[CH:31][C:24]=1[N:6]1[C:7]2[C:12](=[C:11]([N:13]3[CH:17]=[C:16]([C:18]4[CH:19]=[N:20][CH:21]=[CH:22][CH:23]=4)[N:15]=[CH:14]3)[CH:10]=[CH:9][CH:8]=2)[C:4]([CH:1]([CH3:3])[CH3:2])=[N:5]1)[C:28]#[N:29]. The yield is 0.890. (2) The reactants are [O:1]1[C:5]2=[CH:6][N:7]=[C:8]([CH2:10][OH:11])[CH:9]=[C:4]2[CH:3]=[CH:2]1.[C:12](OC(=O)C)(=[O:14])[CH3:13]. The catalyst is N1C=CC=CC=1. The product is [C:12]([O:11][CH2:10][C:8]1[CH:9]=[C:4]2[CH:3]=[CH:2][O:1][C:5]2=[CH:6][N:7]=1)(=[O:14])[CH3:13]. The yield is 0.940. (3) The catalyst is C(Cl)Cl. The yield is 0.250. The reactants are [Cl:1][C:2]1[CH:7]=[CH:6][CH:5]=[C:4]([Cl:8])[C:3]=1[C:9]1[C:13]([CH2:14][O:15][C:16]2[N:21]=[C:20]([O:22][CH3:23])[C:19]([NH2:24])=[CH:18][CH:17]=2)=[C:12]([CH:25]([CH3:27])[CH3:26])[O:11][N:10]=1.[CH3:28][O:29][C:30](=[O:41])[C:31]1[CH:36]=[CH:35][C:34]([S:37](Cl)(=[O:39])=[O:38])=[CH:33][CH:32]=1.C(N(C(C)C)CC)(C)C. The product is [CH3:28][O:29][C:30](=[O:41])[C:31]1[CH:32]=[CH:33][C:34]([S:37](=[O:38])(=[O:39])[NH:24][C:19]2[C:20]([O:22][CH3:23])=[N:21][C:16]([O:15][CH2:14][C:13]3[C:9]([C:3]4[C:2]([Cl:1])=[CH:7][CH:6]=[CH:5][C:4]=4[Cl:8])=[N:10][O:11][C:12]=3[CH:25]([CH3:27])[CH3:26])=[CH:17][CH:18]=2)=[CH:35][CH:36]=1. (4) The reactants are [CH3:1][O:2][C:3]1[CH:26]=[CH:25][C:6]([CH2:7][N:8]2[C:12]([NH:13][CH:14]=[C:15]3[C:20](=[O:21])OC(C)(C)OC3=O)=[CH:11][CH:10]=[N:9]2)=[CH:5][CH:4]=1. The catalyst is C1(C2C=CC=CC=2)C=CC=CC=1.C1(OC2C=CC=CC=2)C=CC=CC=1. The product is [CH3:1][O:2][C:3]1[CH:4]=[CH:5][C:6]([CH2:7][N:8]2[C:12]3[N:13]=[CH:14][CH:15]=[C:20]([OH:21])[C:11]=3[CH:10]=[N:9]2)=[CH:25][CH:26]=1. The yield is 0.630.